Dataset: Forward reaction prediction with 1.9M reactions from USPTO patents (1976-2016). Task: Predict the product of the given reaction. (1) Given the reactants [CH2:1]([O:3][C:4](=[O:12])[C:5]1[CH:10]=[CH:9][C:8]([NH2:11])=[CH:7][CH:6]=1)[CH3:2].C(N(CC)C(C)C)(C)C.[F:22][C:23]1[CH:31]=[CH:30][C:26]([C:27](Cl)=[O:28])=[CH:25][CH:24]=1, predict the reaction product. The product is: [CH2:1]([O:3][C:4](=[O:12])[C:5]1[CH:10]=[CH:9][C:8]([NH:11][C:27](=[O:28])[C:26]2[CH:30]=[CH:31][C:23]([F:22])=[CH:24][CH:25]=2)=[CH:7][CH:6]=1)[CH3:2]. (2) Given the reactants [NH2:1][CH:2]1[CH2:7][CH2:6][N:5]([C:8]([O:10][C:11]([CH3:14])([CH3:13])[CH3:12])=[O:9])[CH2:4][CH2:3]1.[F:15][C:16]1[CH:21]=[CH:20][C:19]([N:22]=[C:23]=[O:24])=[CH:18][CH:17]=1.O, predict the reaction product. The product is: [F:15][C:16]1[CH:21]=[CH:20][C:19]([NH:22][C:23](=[O:24])[NH:1][CH:2]2[CH2:3][CH2:4][N:5]([C:8]([O:10][C:11]([CH3:14])([CH3:13])[CH3:12])=[O:9])[CH2:6][CH2:7]2)=[CH:18][CH:17]=1. (3) Given the reactants [CH3:1][C:2]1[CH:3]=[C:4]([CH2:8][C:9]([OH:11])=O)[CH:5]=[CH:6][CH:7]=1.[CH2:12]([O:16][C:17](=[O:21])[C@H:18]([CH3:20])[NH2:19])[CH:13]([CH3:15])[CH3:14], predict the reaction product. The product is: [CH2:12]([O:16][C:17](=[O:21])[C@H:18]([CH3:20])[NH:19][C:9](=[O:11])[CH2:8][C:4]1[CH:5]=[CH:6][CH:7]=[C:2]([CH3:1])[CH:3]=1)[CH:13]([CH3:15])[CH3:14]. (4) Given the reactants [CH2:1]([O:8][C:9]1[CH:14]=[CH:13][C:12]([NH:15][C:16]2[C:25]3[C:20](=[CH:21][CH:22]=[C:23]([C:26]4[N:30]([CH3:31])[C:29]([CH:32]5OCC[O:33]5)=[CH:28][N:27]=4)[CH:24]=3)[N:19]=[CH:18][N:17]=2)=[CH:11][CH:10]=1)[C:2]1[CH:7]=[CH:6][CH:5]=[CH:4][CH:3]=1.Cl, predict the reaction product. The product is: [CH2:1]([O:8][C:9]1[CH:10]=[CH:11][C:12]([NH:15][C:16]2[C:25]3[C:20](=[CH:21][CH:22]=[C:23]([C:26]4[N:30]([CH3:31])[C:29]([CH:32]=[O:33])=[CH:28][N:27]=4)[CH:24]=3)[N:19]=[CH:18][N:17]=2)=[CH:13][CH:14]=1)[C:2]1[CH:7]=[CH:6][CH:5]=[CH:4][CH:3]=1. (5) The product is: [Na+:15].[CH3:1][O:2][C:3]1[CH:4]=[C:5]([CH2:6][S:11]([O-:14])(=[O:13])=[O:12])[CH:8]=[CH:9][CH:10]=1. Given the reactants [CH3:1][O:2][C:3]1[CH:4]=[C:5]([CH:8]=[CH:9][CH:10]=1)[CH2:6]Cl.[S:11]([O-:14])([O-:13])=[O:12].[Na+:15].[Na+], predict the reaction product.